Dataset: Full USPTO retrosynthesis dataset with 1.9M reactions from patents (1976-2016). Task: Predict the reactants needed to synthesize the given product. (1) Given the product [N:39]1([C:16]2[O:17][C@H:13]3[CH2:12][C@H:11]([CH2:19][F:20])[C@@H:10]([O:21][CH2:22][C:23]4[CH:24]=[CH:25][CH:26]=[CH:27][CH:28]=4)[C@H:9]([O:8][CH2:1][C:2]4[CH:3]=[CH:4][CH:5]=[CH:6][CH:7]=4)[C@H:14]3[N:15]=2)[CH2:42][CH2:41][CH2:40]1, predict the reactants needed to synthesize it. The reactants are: [CH2:1]([O:8][C@@H:9]1[C@H:14]2[NH:15][C:16](=O)[O:17][C@H:13]2[CH2:12][C@H:11]([CH2:19][F:20])[C@H:10]1[O:21][CH2:22][C:23]1[CH:28]=[CH:27][CH:26]=[CH:25][CH:24]=1)[C:2]1[CH:7]=[CH:6][CH:5]=[CH:4][CH:3]=1.F[B-](F)(F)F.C[O+](C)C.Cl.[NH:39]1[CH2:42][CH2:41][CH2:40]1.CCN(CC)CC. (2) Given the product [CH2:24]([C:25]1[N:2]([CH3:1])[C:3]([C@@H:5]2[CH2:9][CH2:8][C@H:7]([NH:10][C:11](=[O:17])[O:12][C:13]([CH3:14])([CH3:15])[CH3:16])[CH2:6]2)=[N:28][N:27]=1)[C:18]1[CH:23]=[CH:22][CH:21]=[CH:20][CH:19]=1, predict the reactants needed to synthesize it. The reactants are: [CH3:1][NH:2][C:3]([C@@H:5]1[CH2:9][CH2:8][C@H:7]([NH:10][C:11](=[O:17])[O:12][C:13]([CH3:16])([CH3:15])[CH3:14])[CH2:6]1)=S.[C:18]1([CH2:24][C:25]([NH:27][NH2:28])=O)[CH:23]=[CH:22][CH:21]=[CH:20][CH:19]=1.C([O-])(=O)C.